This data is from Forward reaction prediction with 1.9M reactions from USPTO patents (1976-2016). The task is: Predict the product of the given reaction. (1) Given the reactants [F:1][C:2]1[CH:7]=[CH:6][CH:5]=[C:4]([OH:8])[C:3]=1[C:9](=O)[CH3:10].C(=O)([O-])[O-].[K+].[K+].Br[CH2:19][C:20](=[O:24])[CH:21]([CH3:23])[CH3:22], predict the reaction product. The product is: [F:1][C:2]1[C:3]2[C:9]([CH3:10])=[C:19]([C:20](=[O:24])[CH:21]([CH3:23])[CH3:22])[O:8][C:4]=2[CH:5]=[CH:6][CH:7]=1. (2) Given the reactants [NH2:1][C:2]1[CH:3]=[C:4]([C:8]2[N:13]3[N:14]=[CH:15][C:16]([C:17]([C:19]4[S:20][CH:21]=[CH:22][CH:23]=4)=[O:18])=[C:12]3[N:11]=[CH:10][CH:9]=2)[CH:5]=[CH:6][CH:7]=1.[CH3:24][CH:25]([CH2:29][C:30]([CH3:33])([CH3:32])[CH3:31])[CH2:26][CH:27]=O, predict the reaction product. The product is: [S:20]1[CH:21]=[CH:22][CH:23]=[C:19]1[C:17]([C:16]1[CH:15]=[N:14][N:13]2[C:8]([C:4]3[CH:5]=[CH:6][CH:7]=[C:2]([NH:1][CH2:27][CH2:26][CH:25]([CH3:24])[CH2:29][C:30]([CH3:33])([CH3:32])[CH3:31])[CH:3]=3)=[CH:9][CH:10]=[N:11][C:12]=12)=[O:18]. (3) Given the reactants [CH3:1][S:2]([CH2:5][CH2:6][C:7]1[CH:12]=[CH:11][C:10]([N+:13]([O-])=O)=[CH:9][N:8]=1)(=[O:4])=[O:3], predict the reaction product. The product is: [CH3:1][S:2]([CH2:5][CH2:6][C:7]1[N:8]=[CH:9][C:10]([NH2:13])=[CH:11][CH:12]=1)(=[O:4])=[O:3].